This data is from Catalyst prediction with 721,799 reactions and 888 catalyst types from USPTO. The task is: Predict which catalyst facilitates the given reaction. (1) Reactant: [N:1]([C:4]1[CH:9]=[CH:8][C:7]([N+:10]([O-:12])=[O:11])=[CH:6][CH:5]=1)=[N+:2]=[N-:3].O=[C:14]([CH2:21][CH2:22][CH3:23])[CH2:15][C:16]([O:18]CC)=[O:17].C[O-].[Na+].[OH-].[Na+]. Product: [N+:10]([C:7]1[CH:8]=[CH:9][C:4]([N:1]2[C:14]([CH2:21][CH2:22][CH3:23])=[C:15]([C:16]([OH:18])=[O:17])[N:3]=[N:2]2)=[CH:5][CH:6]=1)([O-:12])=[O:11]. The catalyst class is: 5. (2) Reactant: CN(C)C(N1C(C2C=CC=C(O)C=2)C2COC3C=CC(F)=CC=3C2=N1)=O.[CH3:27][N:28]([CH3:63])[CH2:29][CH2:30][N:31]([CH3:62])[C:32]([N:34]1[CH:38]([C:39]2[CH:44]=[CH:43][CH:42]=[C:41]([O:45]CC3C=CC=CC=3)[CH:40]=2)[CH:37]2[CH2:53][O:54][C:55]3[CH:56]=[CH:57][C:58]([F:61])=[CH:59][C:60]=3[C:36]2=[N:35]1)=[O:33]. Product: [CH3:27][N:28]([CH3:63])[CH2:29][CH2:30][N:31]([CH3:62])[C:32]([N:34]1[CH:38]([C:39]2[CH:44]=[CH:43][CH:42]=[C:41]([OH:45])[CH:40]=2)[CH:37]2[CH2:53][O:54][C:55]3[CH:56]=[CH:57][C:58]([F:61])=[CH:59][C:60]=3[C:36]2=[N:35]1)=[O:33]. The catalyst class is: 12. (3) Reactant: [C:1]1([C:7](SCC(OC)=O)=[S:8])[CH:6]=[CH:5][CH:4]=[CH:3][CH:2]=1.[NH2:15][C:16]1[C:17]([C:23]([NH:25][NH2:26])=O)=[N:18][C:19]([Br:22])=[CH:20][N:21]=1.Cl. Product: [Br:22][C:19]1[N:18]=[C:17]([C:23]2[S:8][C:7]([C:1]3[CH:6]=[CH:5][CH:4]=[CH:3][CH:2]=3)=[N:26][N:25]=2)[C:16]([NH2:15])=[N:21][CH:20]=1. The catalyst class is: 8. (4) Reactant: [Cl:1][C:2]1[CH:3]=[C:4]([CH:23]=[CH:24][CH:25]=1)[O:5][CH2:6][CH2:7][CH2:8][C:9]1[C:17]2[C:12](=[CH:13][CH:14]=[CH:15][CH:16]=2)[NH:11][C:10]=1[C:18]([O:20]CC)=[O:19].[Li+].[OH-]. Product: [Cl:1][C:2]1[CH:3]=[C:4]([CH:23]=[CH:24][CH:25]=1)[O:5][CH2:6][CH2:7][CH2:8][C:9]1[C:17]2[C:12](=[CH:13][CH:14]=[CH:15][CH:16]=2)[NH:11][C:10]=1[C:18]([OH:20])=[O:19]. The catalyst class is: 24. (5) Reactant: [H-].[Na+].[CH3:3][C:4]1([CH3:11])[CH2:9][CH2:8][CH2:7][C:6](=[O:10])[CH2:5]1.[CH:12](OCC)=[O:13].O. Product: [CH3:3][C:4]1([CH3:11])[CH2:9][CH2:8][CH:7]([CH:12]=[O:13])[C:6](=[O:10])[CH2:5]1. The catalyst class is: 54. (6) Reactant: Cl.[NH:2]1[CH2:5][CH:4]([O:6][CH2:7][C:8]2[S:12][CH:11]=[N:10][CH:9]=2)[CH2:3]1.CCN=C=NCCCN(C)C.C1C=CC2N(O)N=NC=2C=1.C(N(C(C)C)CC)(C)C.Cl.[O:44]=[C:45]1[NH:54][C:53]2[N:52]=[CH:51][C:50](/[CH:55]=[CH:56]/[C:57](O)=[O:58])=[CH:49][C:48]=2[CH2:47][CH2:46]1. Product: [O:58]=[C:57]([N:2]1[CH2:5][CH:4]([O:6][CH2:7][C:8]2[S:12][CH:11]=[N:10][CH:9]=2)[CH2:3]1)/[CH:56]=[CH:55]/[C:50]1[CH:49]=[C:48]2[C:53](=[N:52][CH:51]=1)[NH:54][C:45](=[O:44])[CH2:46][CH2:47]2. The catalyst class is: 9. (7) Reactant: C1C=CC=CC=1.[C:7]1([CH3:35])[CH:12]=[C:11]([CH3:13])[CH:10]=[C:9]([CH3:14])[C:8]=1[NH:15][CH2:16][C:17]1[CH:26]=[CH:25][C:24]2[C:19](=[CH:20][CH:21]=[CH:22][CH:23]=2)[C:18]=1[C:27]1[N:32]=[C:31]([CH:33]=O)[CH:30]=[CH:29][CH:28]=1.[CH:36]([C:39]1[CH:45]=[CH:44][CH:43]=[C:42]([CH:46]([CH3:48])[CH3:47])[C:40]=1[NH2:41])([CH3:38])[CH3:37].O.C1(C)C=CC(S(O)(=O)=O)=CC=1. Product: [CH:46]([C:42]1[CH:43]=[CH:44][CH:45]=[C:39]([CH:36]([CH3:38])[CH3:37])[C:40]=1[N:41]=[CH:33][C:31]1[N:32]=[C:27]([C:18]2[C:19]3[C:24](=[CH:23][CH:22]=[CH:21][CH:20]=3)[CH:25]=[CH:26][C:17]=2[CH2:16][NH:15][C:8]2[C:7]([CH3:35])=[CH:12][C:11]([CH3:13])=[CH:10][C:9]=2[CH3:14])[CH:28]=[CH:29][CH:30]=1)([CH3:48])[CH3:47]. The catalyst class is: 28. (8) Reactant: COC1C=C(OC)C=CC=1C[N:6]1[C:11](=[O:12])[CH2:10][CH2:9][CH:8]([C:13]([OH:15])=[O:14])[CH2:7]1.C1(OC)C=CC=CC=1. Product: [O:12]=[C:11]1[NH:6][CH2:7][CH:8]([C:13]([OH:15])=[O:14])[CH2:9][CH2:10]1. The catalyst class is: 55. (9) Reactant: Cl.[C:2]([C:6]1[CH:29]=[CH:28][C:9]2[NH:10][C:11]([C@@H:13]([NH:20]C(=O)OC(C)(C)C)[C@@H:14]([CH3:19])[C:15]([NH:17][CH3:18])=[O:16])=[N:12][C:8]=2[CH:7]=1)([CH3:5])([CH3:4])[CH3:3]. Product: [NH2:20][C@H:13]([C:11]1[NH:12][C:8]2[CH:7]=[C:6]([C:2]([CH3:3])([CH3:5])[CH3:4])[CH:29]=[CH:28][C:9]=2[N:10]=1)[C@@H:14]([CH3:19])[C:15]([NH:17][CH3:18])=[O:16]. The catalyst class is: 12. (10) Reactant: [H-].[Na+].[Cl:3][C:4]1[CH:5]=[CH:6][C:7]([CH:14]=O)=[C:8]([CH:13]=1)[C:9]([O:11]C)=O.[N+:16]([CH2:18][C:19]([O:21][CH2:22][CH3:23])=[O:20])#[C-].C(O)(=O)C. Product: [Cl:3][C:4]1[CH:13]=[C:8]2[C:7]([CH:14]=[C:18]([C:19]([O:21][CH2:22][CH3:23])=[O:20])[NH:16][C:9]2=[O:11])=[CH:6][CH:5]=1. The catalyst class is: 3.